From a dataset of Peptide-MHC class II binding affinity with 134,281 pairs from IEDB. Regression. Given a peptide amino acid sequence and an MHC pseudo amino acid sequence, predict their binding affinity value. This is MHC class II binding data. The peptide sequence is DCSEYPKPDCTAEDR. The MHC is DRB1_0404 with pseudo-sequence DRB1_0404. The binding affinity (normalized) is 0.